From a dataset of Reaction yield outcomes from USPTO patents with 853,638 reactions. Predict the reaction yield, written as a fraction of the theoretical maximum amount of product (1.0 means a 100% yield; for example, 0.34 means a 34% yield). (1) The reactants are [CH3:1][O:2][CH2:3][C:4]1([S:7]([NH:10]C(=O)OC(C)(C)C)(=[O:9])=[O:8])[CH2:6][CH2:5]1.Cl. The catalyst is O1CCOCC1. The product is [CH3:1][O:2][CH2:3][C:4]1([S:7]([NH2:10])(=[O:9])=[O:8])[CH2:6][CH2:5]1. The yield is 0.880. (2) The reactants are [C:1]([N:18]1[CH2:24][CH2:23][CH2:22][C@H:19]1[CH2:20][OH:21])([O:3][CH2:4][CH:5]1[C:17]2[C:12](=[CH:13][CH:14]=[CH:15][CH:16]=2)[C:11]2[C:6]1=[CH:7][CH:8]=[CH:9][CH:10]=2)=[O:2].NCCCC[OH:30].[OH:31]N1C2C=CC=CC=2N=N1.C1(N=C=NC2CCCCC2)CCCCC1. The product is [C:1]([N-:18][OH:30])([O:3][CH2:4][CH:5]1[C:17]2[C:12](=[CH:13][CH:14]=[CH:15][CH:16]=2)[C:11]2[C:6]1=[CH:7][CH:8]=[CH:9][CH:10]=2)=[O:2].[NH:18]1[CH2:24][CH2:23][CH2:22][C@H:19]1[C:20]([OH:21])=[O:31]. The catalyst is C(#N)C. The yield is 0.840. (3) The reactants are [NH4+:1].Br[CH2:3][C:4]1[CH:9]=[C:8]([Cl:10])[CH:7]=[C:6]([Cl:11])[C:5]=1[S:12]([CH2:15][CH3:16])(=[O:14])=[O:13].C1COCC1. The catalyst is CCO. The product is [Cl:11][C:6]1[C:5]([S:12]([CH2:15][CH3:16])(=[O:14])=[O:13])=[C:4]([CH2:3][NH2:1])[CH:9]=[C:8]([Cl:10])[CH:7]=1. The yield is 0.720. (4) The reactants are [C:1]12([CH2:11][NH2:12])[CH2:10][CH:5]3[CH2:6][CH:7]([CH2:9][CH:3]([CH2:4]3)[CH2:2]1)[CH2:8]2.[Si:13]([O:20][CH2:21][CH:22]1[CH2:24][N:23]1[C:25]([O:27][C:28]([CH3:31])([CH3:30])[CH3:29])=[O:26])([C:16]([CH3:19])([CH3:18])[CH3:17])([CH3:15])[CH3:14]. The catalyst is C(Cl)Cl. The product is [Si:13]([O:20][CH2:21][C@@H:22]([NH:23][C:25](=[O:26])[O:27][C:28]([CH3:31])([CH3:30])[CH3:29])[CH2:24][NH:12][CH2:11][C:1]12[CH2:8][CH:7]3[CH2:6][CH:5]([CH2:4][CH:3]([CH2:9]3)[CH2:2]1)[CH2:10]2)([C:16]([CH3:19])([CH3:17])[CH3:18])([CH3:15])[CH3:14]. The yield is 0.240. (5) The reactants are [CH3:1][O:2][C:3]1[CH:4]=[C:5](/[CH:21]=[CH:22]/[C:23]([NH:25][CH3:26])=[O:24])[CH:6]=[C:7]([C:9]2[CH:18]=[CH:17][C:16]3[C:11](=[CH:12][CH:13]=[C:14]([O:19][CH3:20])[CH:15]=3)[CH:10]=2)[CH:8]=1. The catalyst is C(O)C.C1COCC1.[OH-].[OH-].[Pd+2]. The product is [CH3:1][O:2][C:3]1[CH:4]=[C:5]([CH2:21][CH2:22][C:23]([NH:25][CH3:26])=[O:24])[CH:6]=[C:7]([C:9]2[CH:18]=[CH:17][C:16]3[C:11](=[CH:12][CH:13]=[C:14]([O:19][CH3:20])[CH:15]=3)[CH:10]=2)[CH:8]=1. The yield is 1.00. (6) The reactants are [S:1](=[O:5])(=[O:4])([OH:3])[OH:2].[C:6]([C@H:9]1[O:14][CH2:13][C@H:12]([NH:15][C:16]([C@@H:18]2[NH:32][C:31]3([CH2:37][CH2:36][C:35]([CH3:39])([CH3:38])[CH2:34][CH2:33]3)[C@:20]3([C:28]4[C:23](=[CH:24][C:25]([Cl:29])=[CH:26][CH:27]=4)[NH:22][C:21]3=[O:30])[C@H:19]2[C:40]2[CH:45]=[CH:44][N:43]=[C:42]([Cl:46])[C:41]=2[F:47])=[O:17])[CH2:11][CH2:10]1)(=[O:8])[NH2:7]. The catalyst is CC(O)C. The product is [OH2:2].[S:1]([OH:5])([OH:4])(=[O:3])=[O:2].[C:6]([C@H:9]1[O:14][CH2:13][C@H:12]([NH:15][C:16]([C@@H:18]2[NH:32][C:31]3([CH2:33][CH2:34][C:35]([CH3:39])([CH3:38])[CH2:36][CH2:37]3)[C@:20]3([C:28]4[C:23](=[CH:24][C:25]([Cl:29])=[CH:26][CH:27]=4)[NH:22][C:21]3=[O:30])[C@H:19]2[C:40]2[CH:45]=[CH:44][N:43]=[C:42]([Cl:46])[C:41]=2[F:47])=[O:17])[CH2:11][CH2:10]1)(=[O:8])[NH2:7].[CH3:6][CH:9]([OH:14])[CH3:10]. The yield is 0.340.